Predict the reaction yield, written as a fraction of the theoretical maximum amount of product (1.0 means a 100% yield; for example, 0.34 means a 34% yield). From a dataset of Reaction yield outcomes from USPTO patents with 853,638 reactions. (1) The reactants are [CH3:1][C:2]1[CH:3]=[C:4]([CH:7]=[C:8]([CH3:20])[C:9]=1[O:10][CH2:11][CH2:12][NH:13][C:14]1[CH:18]=[C:17]([CH3:19])[O:16][N:15]=1)[CH:5]=O.[NH2:21][C:22]1[CH:30]=[C:29]([O:31][CH3:32])[CH:28]=[C:27]([O:33][CH3:34])[C:23]=1[C:24]([NH2:26])=[O:25].OS([O-])=O.[Na+].CC1C=CC(S(O)(=O)=O)=CC=1. The yield is 0.650. The product is [CH3:1][C:2]1[CH:3]=[C:4]([C:5]2[NH:26][C:24](=[O:25])[C:23]3[C:22](=[CH:30][C:29]([O:31][CH3:32])=[CH:28][C:27]=3[O:33][CH3:34])[N:21]=2)[CH:7]=[C:8]([CH3:20])[C:9]=1[O:10][CH2:11][CH2:12][NH:13][C:14]1[CH:18]=[C:17]([CH3:19])[O:16][N:15]=1. The catalyst is CC(N(C)C)=O.C(OCC)(=O)C. (2) The reactants are [CH2:1]1[CH2:6][C@H:5]([C:7]([OH:9])=[O:8])[CH2:4][CH2:3][C@H:2]1[CH2:10][NH2:11].[CH3:12][CH:13]([CH3:35])[C:14]([O:16][CH2:17][C:18]1(OC(ON2C(=O)CCC2=O)=O)[CH2:23][CH2:22][CH2:21][CH2:20][CH2:19]1)=[O:15].CC([O:40][CH3:41])(C)C.CC(C)=[O:44].O. No catalyst specified. The product is [CH3:35][CH:13]([CH3:12])[C:14]([O:16][CH:17]([CH:18]1[CH2:19][CH2:20][CH2:21][CH2:22][CH2:23]1)[O:44][C:41]([NH:11][CH2:10][C@H:2]1[CH2:3][CH2:4][C@H:5]([C:7]([OH:9])=[O:8])[CH2:6][CH2:1]1)=[O:40])=[O:15]. The yield is 0.430. (3) The reactants are [NH2:1][C:2]1[CH:3]=[C:4]([C:8]2[CH2:9][CH2:10][N:11]([C:14]([O:16][C:17]([CH3:20])([CH3:19])[CH3:18])=[O:15])[CH2:12][CH:13]=2)[CH:5]=[CH:6][CH:7]=1. The catalyst is C(O)C.[Pd]. The product is [NH2:1][C:2]1[CH:3]=[C:4]([CH:8]2[CH2:9][CH2:10][N:11]([C:14]([O:16][C:17]([CH3:20])([CH3:19])[CH3:18])=[O:15])[CH2:12][CH2:13]2)[CH:5]=[CH:6][CH:7]=1. The yield is 0.840. (4) The reactants are [S:1]1[CH:5]=[CH:4][CH:3]=[C:2]1[CH2:6][NH:7][C:8](=[O:14])[O:9][C:10]([CH3:13])([CH3:12])[CH3:11].C1C(=O)N([Br:22])C(=O)C1. The catalyst is CN(C=O)C.C(OCC)(=O)C. The product is [Br:22][C:5]1[S:1][C:2]([CH2:6][NH:7][C:8](=[O:14])[O:9][C:10]([CH3:11])([CH3:13])[CH3:12])=[CH:3][CH:4]=1. The yield is 0.910.